From a dataset of Full USPTO retrosynthesis dataset with 1.9M reactions from patents (1976-2016). Predict the reactants needed to synthesize the given product. (1) Given the product [Cl:14][C:2]1[CH:3]=[CH:4][C:5]2[C:10](=[N:9][CH:8]=[CH:7][CH:6]=2)[N:1]=1, predict the reactants needed to synthesize it. The reactants are: [N:1]1[C:10]2[C:5](=[CH:6][CH:7]=[CH:8][N:9]=2)[CH:4]=[CH:3][C:2]=1O.P(Cl)(Cl)([Cl:14])=O. (2) Given the product [NH2:1][C:2]1[C:7]([Br:8])=[C:6]([NH:9][CH2:10][CH3:11])[N:5]=[C:4]([N:12]2[CH:16]=[C:15]([C:17]([N:20]3[CH2:25][CH2:24][O:23][CH2:22][CH2:21]3)=[O:19])[CH:14]=[N:13]2)[N:3]=1, predict the reactants needed to synthesize it. The reactants are: [NH2:1][C:2]1[C:7]([Br:8])=[C:6]([NH:9][CH2:10][CH3:11])[N:5]=[C:4]([N:12]2[CH:16]=[C:15]([C:17]([OH:19])=O)[CH:14]=[N:13]2)[N:3]=1.[NH:20]1[CH2:25][CH2:24][O:23][CH2:22][CH2:21]1.C(N(CC)CC)C.CN(C(ON1N=NC2C=CC=NC1=2)=[N+](C)C)C.F[P-](F)(F)(F)(F)F. (3) Given the product [Cl:23][C:21]1[CH:22]=[C:7]2[C:6]([OH:25])=[C:5]([C:3]([NH:26][CH2:27][C:28]([OH:30])=[O:29])=[O:4])[C:10](=[O:11])[N:9]([CH2:12][C:13]3[CH:14]=[CH:15][C:16]([F:19])=[CH:17][CH:18]=3)[N:8]2[C:20]=1[Cl:24], predict the reactants needed to synthesize it. The reactants are: CO[C:3]([C:5]1[C:10](=[O:11])[N:9]([CH2:12][C:13]2[CH:18]=[CH:17][C:16]([F:19])=[CH:15][CH:14]=2)[N:8]2[C:20]([Cl:24])=[C:21]([Cl:23])[CH:22]=[C:7]2[C:6]=1[OH:25])=[O:4].[NH2:26][CH2:27][C:28]([O-:30])=[O:29].[Na+].